Dataset: Forward reaction prediction with 1.9M reactions from USPTO patents (1976-2016). Task: Predict the product of the given reaction. (1) Given the reactants [F:1][C:2]1[CH:9]=[C:8]([OH:10])[C:7]([O:11][CH3:12])=[CH:6][C:3]=1[CH:4]=[O:5].[H-].[Na+].Cl[CH2:16][C:17]1[N:21]([CH3:22])[C:20]2[CH:23]=[CH:24][CH:25]=[CH:26][C:19]=2[N:18]=1.O, predict the reaction product. The product is: [F:1][C:2]1[CH:9]=[C:8]([O:10][CH2:16][C:17]2[N:21]([CH3:22])[C:20]3[CH:23]=[CH:24][CH:25]=[CH:26][C:19]=3[N:18]=2)[C:7]([O:11][CH3:12])=[CH:6][C:3]=1[CH:4]=[O:5]. (2) The product is: [CH2:39]([C:33]([CH2:29][CH2:30][CH2:31][CH3:32])=[C:10]1[C:11]2[C:6]([CH:5]=[C:4]3[C:12]=2[CH:13]=[C:14]([C:15]([CH3:16])([CH3:17])[CH3:18])[C:2]([CH3:1])=[CH:3]3)=[C:7]([CH:24]2[CH:45]=[CH:27][CH:26]=[CH:25]2)[C:8]([CH3:23])=[C:9]1[C:19]([CH3:22])([CH3:21])[CH3:20])[CH2:40][CH2:41][CH3:42]. Given the reactants [CH3:1][C:2]1[C:14]([C:15]([CH3:18])([CH3:17])[CH3:16])=[CH:13][C:12]2[C:11]3[C:6](=[CH:7][C:8]([CH3:23])=[C:9]([C:19]([CH3:22])([CH3:21])[CH3:20])[CH:10]=3)[CH2:5][C:4]=2[CH:3]=1.[CH2:24]([Li])[CH2:25][CH2:26][CH3:27].[CH2:29]([C:33]([CH2:39][CH2:40][CH2:41][CH3:42])=C1C=CC=C1)[CH2:30][CH2:31][CH3:32].Cl.O1CCC[CH2:45]1, predict the reaction product. (3) Given the reactants [F-].[Cs+].[CH:3](/B(O)O)=[CH:4]/[CH3:5].[F:9][C:10]([F:32])([F:31])[C:11]([C:20]1[CH:25]=[C:24]([CH2:26][CH2:27][CH3:28])[C:23]([OH:29])=[C:22](I)[CH:21]=1)([O:16][CH2:17][O:18][CH3:19])[C:12]([F:15])([F:14])[F:13], predict the reaction product. The product is: [F:9][C:10]([F:32])([F:31])[C:11]([C:20]1[CH:25]=[C:24]([CH2:26][CH2:27][CH3:28])[C:23]([OH:29])=[C:22](/[CH:3]=[CH:4]\[CH3:5])[CH:21]=1)([O:16][CH2:17][O:18][CH3:19])[C:12]([F:15])([F:14])[F:13]. (4) Given the reactants C([O-])([O-])=O.[Na+].[Na+].[N:7]1[CH:12]=[CH:11][C:10](B(O)O)=[CH:9][CH:8]=1.[CH2:16]([O:23][C:24]1[CH:39]=[CH:38][C:37](Br)=[CH:36][C:25]=1[C:26]([O:28][CH2:29][C:30]1[CH:35]=[CH:34][CH:33]=[CH:32][CH:31]=1)=[O:27])[C:17]1[CH:22]=[CH:21][CH:20]=[CH:19][CH:18]=1, predict the reaction product. The product is: [C:17]1([CH2:16][O:23][C:24]2[CH:39]=[CH:38][C:37]([C:10]3[CH:11]=[CH:12][N:7]=[CH:8][CH:9]=3)=[CH:36][C:25]=2[C:26]([O:28][CH2:29][C:30]2[CH:31]=[CH:32][CH:33]=[CH:34][CH:35]=2)=[O:27])[CH:22]=[CH:21][CH:20]=[CH:19][CH:18]=1.